From a dataset of Forward reaction prediction with 1.9M reactions from USPTO patents (1976-2016). Predict the product of the given reaction. (1) Given the reactants [NH2:1][CH2:2][C:3]1[CH:21]=[CH:20][CH:19]=[C:18]([CH3:22])[C:4]=1[CH2:5][NH:6][C:7]1[C:8]2[N:9]([C:13]([CH3:17])=[C:14]([CH3:16])[N:15]=2)[CH:10]=[CH:11][CH:12]=1.N1C=CC=CC=1.Cl[C:30]([O:32][CH3:33])=[O:31], predict the reaction product. The product is: [CH3:16][C:14]1[N:15]=[C:8]2[C:7]([NH:6][CH2:5][C:4]3[C:18]([CH3:22])=[CH:19][CH:20]=[CH:21][C:3]=3[CH2:2][NH:1][C:30](=[O:31])[O:32][CH3:33])=[CH:12][CH:11]=[CH:10][N:9]2[C:13]=1[CH3:17]. (2) Given the reactants [F:1][C:2]1[CH:7]=[C:6]([F:8])[CH:5]=[CH:4][C:3]=1[N+:9]([O-:11])=[O:10].Cl[C:13]([O:15][CH2:16][C:17]1[CH:22]=[CH:21][CH:20]=[CH:19][CH:18]=1)=[O:14].C(NC(C)C)(C)C.[Li], predict the reaction product. The product is: [CH2:16]([O:15][C:13](=[O:14])[C:7]1[C:6]([F:8])=[CH:5][CH:4]=[C:3]([N+:9]([O-:11])=[O:10])[C:2]=1[F:1])[C:17]1[CH:22]=[CH:21][CH:20]=[CH:19][CH:18]=1. (3) Given the reactants [O:1]=[C:2]1[C:8]2=[CH:9][C:10]3[CH:11]=[CH:12][C:13]([C:16]([OH:18])=O)=[CH:14][C:15]=3[N:7]2[CH2:6][CH2:5][CH2:4][NH:3]1.F[P-](F)(F)(F)(F)F.N1(O[P+](N2CCCC2)(N2CCCC2)N2CCCC2)C2C=CC=CC=2N=N1.[C:52]([N:71]1[CH:75]=[C:74]([C:76]2[CH:77]=[C:78]([CH:80]=[CH:81][CH:82]=2)[NH2:79])[N:73]=[CH:72]1)([C:65]1[CH:70]=[CH:69][CH:68]=[CH:67][CH:66]=1)([C:59]1[CH:64]=[CH:63][CH:62]=[CH:61][CH:60]=1)[C:53]1[CH:58]=[CH:57][CH:56]=[CH:55][CH:54]=1.C(N(CC)CC)C, predict the reaction product. The product is: [O:1]=[C:2]1[C:8]2=[CH:9][C:10]3[CH:11]=[CH:12][C:13]([C:16]([NH:79][C:78]4[CH:80]=[CH:81][CH:82]=[C:76]([C:74]5[N:73]=[CH:72][N:71]([C:52]([C:65]6[CH:66]=[CH:67][CH:68]=[CH:69][CH:70]=6)([C:59]6[CH:60]=[CH:61][CH:62]=[CH:63][CH:64]=6)[C:53]6[CH:58]=[CH:57][CH:56]=[CH:55][CH:54]=6)[CH:75]=5)[CH:77]=4)=[O:18])=[CH:14][C:15]=3[N:7]2[CH2:6][CH2:5][CH2:4][NH:3]1. (4) Given the reactants [Si:1]([O:8][C:9]1[CH:14]=[C:13]([O:15][Si:16]([C:19]([CH3:22])([CH3:21])[CH3:20])([CH3:18])[CH3:17])[CH:12]=[CH:11][C:10]=1[CH:23]1[CH2:28][CH2:27][C:26](=[N:29]O)[CH2:25][CH2:24]1)([C:4]([CH3:7])([CH3:6])[CH3:5])([CH3:3])[CH3:2].[BH4-].[Na+].O, predict the reaction product. The product is: [Si:1]([O:8][C:9]1[CH:14]=[C:13]([O:15][Si:16]([C:19]([CH3:20])([CH3:21])[CH3:22])([CH3:18])[CH3:17])[CH:12]=[CH:11][C:10]=1[C@@H:23]1[CH2:24][CH2:25][C@H:26]([NH2:29])[CH2:27][CH2:28]1)([C:4]([CH3:5])([CH3:6])[CH3:7])([CH3:3])[CH3:2]. (5) Given the reactants Br[C:2]1[CH:10]=[C:9]2[C:5]([C:6]([C:18]([F:21])([CH3:20])[CH3:19])=[N:7][N:8]2[C:11]2[CH:16]=[CH:15][N:14]=[C:13]([NH2:17])[N:12]=2)=[CH:4][CH:3]=1.[CH3:22][C:23]1[O:27][N:26]=[C:25]([C@:28]([OH:32])([C:30]#[CH:31])[CH3:29])[N:24]=1, predict the reaction product. The product is: [NH2:17][C:13]1[N:12]=[C:11]([N:8]2[C:9]3[C:5](=[CH:4][CH:3]=[C:2]([C:31]#[C:30][C@:28]([C:25]4[N:24]=[C:23]([CH3:22])[O:27][N:26]=4)([OH:32])[CH3:29])[CH:10]=3)[C:6]([C:18]([F:21])([CH3:20])[CH3:19])=[N:7]2)[CH:16]=[CH:15][N:14]=1.